Task: Predict the reactants needed to synthesize the given product.. Dataset: Full USPTO retrosynthesis dataset with 1.9M reactions from patents (1976-2016) (1) Given the product [CH3:8][C:7]1[CH:6]=[CH:5][C:4]([NH:9][C:10](=[O:16])[O:11][C:12]([CH3:13])([CH3:15])[CH3:14])=[CH:3][C:2]=1[NH:1][C:18]1[CH:19]=[C:20]2[C:25](=[CH:26][CH:27]=1)[N:24]=[CH:23][N:22]([CH3:28])[C:21]2=[O:29], predict the reactants needed to synthesize it. The reactants are: [NH2:1][C:2]1[CH:3]=[C:4]([NH:9][C:10](=[O:16])[O:11][C:12]([CH3:15])([CH3:14])[CH3:13])[CH:5]=[CH:6][C:7]=1[CH3:8].Br[C:18]1[CH:19]=[C:20]2[C:25](=[CH:26][CH:27]=1)[N:24]=[CH:23][N:22]([CH3:28])[C:21]2=[O:29].C([O-])([O-])=O.[Cs+].[Cs+].C1C=CC(P(C2C(C3C(P(C4C=CC=CC=4)C4C=CC=CC=4)=CC=C4C=3C=CC=C4)=C3C(C=CC=C3)=CC=2)C2C=CC=CC=2)=CC=1. (2) Given the product [Cl:1][C:2]1[CH:3]=[C:4]2[C:10]([C:31]3[N:36]=[C:35]([NH:37][C@H:38]4[CH2:43][CH2:42][CH2:41][C:40](=[O:44])[CH2:39]4)[C:34]([F:45])=[CH:33][N:32]=3)=[CH:9][N:8]([S:20]([C:23]3[CH:28]=[CH:27][C:26]([CH3:29])=[CH:25][CH:24]=3)(=[O:22])=[O:21])[C:5]2=[N:6][CH:7]=1, predict the reactants needed to synthesize it. The reactants are: [Cl:1][C:2]1[CH:3]=[C:4]2[C:10](B3OC(C)(C)C(C)(C)O3)=[CH:9][N:8]([S:20]([C:23]3[CH:28]=[CH:27][C:26]([CH3:29])=[CH:25][CH:24]=3)(=[O:22])=[O:21])[C:5]2=[N:6][CH:7]=1.Cl[C:31]1[N:36]=[C:35]([NH:37][C@H:38]2[CH2:43][CH2:42][CH2:41][C:40](=[O:44])[CH2:39]2)[C:34]([F:45])=[CH:33][N:32]=1.C([O-])([O-])=O.[Na+].[Na+]. (3) The reactants are: [Cl:1][C:2]1[CH:7]=[CH:6][C:5]([OH:8])=[C:4]([O:9][CH3:10])[CH:3]=1.[Br:11][C:12]1[C:13](F)=[CH:14][C:15]([F:22])=[C:16]([CH:21]=1)[C:17]([O:19][CH3:20])=[O:18]. Given the product [Br:11][C:12]1[C:13]([O:8][C:5]2[CH:6]=[CH:7][C:2]([Cl:1])=[CH:3][C:4]=2[O:9][CH3:10])=[CH:14][C:15]([F:22])=[C:16]([CH:21]=1)[C:17]([O:19][CH3:20])=[O:18], predict the reactants needed to synthesize it. (4) Given the product [C:2]([O:5][C:6]([N:8]1[CH2:13][CH2:12][C:11]2[C:14]([C:18]#[N:19])=[C:15]([NH:17][C:25](=[O:26])[C:24]3[CH:28]=[CH:29][CH:30]=[C:22]([O:21][CH3:20])[CH:23]=3)[S:16][C:10]=2[CH2:9]1)=[O:7])([CH3:1])([CH3:3])[CH3:4], predict the reactants needed to synthesize it. The reactants are: [CH3:1][C:2]([O:5][C:6]([N:8]1[CH2:13][CH2:12][C:11]2[C:14]([C:18]#[N:19])=[C:15]([NH2:17])[S:16][C:10]=2[CH2:9]1)=[O:7])([CH3:4])[CH3:3].[CH3:20][O:21][C:22]1[CH:23]=[C:24]([CH:28]=[CH:29][CH:30]=1)[C:25](Cl)=[O:26]. (5) Given the product [F:1][C:2]1[CH:3]=[C:4]([NH:31][CH3:32])[CH:5]=[CH:6][C:7]=1[O:8][C:9]1[N:10]=[CH:11][C:12]([NH:15][C:16](=[O:30])[C:17]2[CH:18]=[CH:19][C:20]([O:23][C:24]3[CH:29]=[CH:28][CH:27]=[CH:26][CH:25]=3)=[CH:21][CH:22]=2)=[CH:13][CH:14]=1, predict the reactants needed to synthesize it. The reactants are: [F:1][C:2]1[CH:3]=[C:4]([N:31](C)[C:32](=O)OC(C)(C)C)[CH:5]=[CH:6][C:7]=1[O:8][C:9]1[CH:14]=[CH:13][C:12]([NH:15][C:16](=[O:30])[C:17]2[CH:22]=[CH:21][C:20]([O:23][C:24]3[CH:29]=[CH:28][CH:27]=[CH:26][CH:25]=3)=[CH:19][CH:18]=2)=[CH:11][N:10]=1. (6) Given the product [F:11][C:12]1[CH:19]=[CH:18][C:15]([CH:16]([C:3]2[C:4](=[O:10])[NH:5][CH:6]([CH:7]([CH3:9])[CH3:8])[C:2]=2[OH:1])[C:21]2[NH:20][C:28]3[C:23]([C:22]=2[CH2:29][CH2:30][NH:31][C:32](=[O:34])[CH3:33])=[CH:24][CH:25]=[CH:26][CH:27]=3)=[CH:14][CH:13]=1, predict the reactants needed to synthesize it. The reactants are: [OH:1][C:2]1[CH:6]([CH:7]([CH3:9])[CH3:8])[NH:5][C:4](=[O:10])[CH:3]=1.[F:11][C:12]1[CH:19]=[CH:18][C:15]([CH:16]=O)=[CH:14][CH:13]=1.[NH:20]1[C:28]2[C:23](=[CH:24][CH:25]=[CH:26][CH:27]=2)[C:22]([CH2:29][CH2:30][NH:31][C:32](=[O:34])[CH3:33])=[CH:21]1. (7) Given the product [C:1]([N:4]1[C:13]2[C:8](=[CH:9][C:10]([C:14]3[CH:19]=[CH:18][C:17]([C:20]([NH:22][CH2:23][CH2:24][NH2:25])=[O:21])=[CH:16][CH:15]=3)=[CH:11][CH:12]=2)[C@H:7]([NH:33][C:34]2[CH:39]=[CH:38][C:37]([Cl:40])=[CH:36][CH:35]=2)[CH2:6][C@@H:5]1[CH3:41])(=[O:3])[CH3:2], predict the reactants needed to synthesize it. The reactants are: [C:1]([N:4]1[C:13]2[C:8](=[CH:9][C:10]([C:14]3[CH:19]=[CH:18][C:17]([C:20]([NH:22][CH2:23][CH2:24][NH:25]C(=O)OC(C)(C)C)=[O:21])=[CH:16][CH:15]=3)=[CH:11][CH:12]=2)[C@H:7]([NH:33][C:34]2[CH:39]=[CH:38][C:37]([Cl:40])=[CH:36][CH:35]=2)[CH2:6][C@@H:5]1[CH3:41])(=[O:3])[CH3:2].Cl. (8) Given the product [CH3:1][O:2][C:3]([C:5]1[S:6][C:7]2[CH:8]([N:23]([CH3:24])[CH3:22])[CH2:9][O:10][C:11]3[CH:18]=[CH:17][C:16]([Br:19])=[CH:15][C:12]=3[C:13]=2[N:14]=1)=[O:4], predict the reactants needed to synthesize it. The reactants are: [CH3:1][O:2][C:3]([C:5]1[S:6][C:7]2[CH:8](Br)[CH2:9][O:10][C:11]3[CH:18]=[CH:17][C:16]([Br:19])=[CH:15][C:12]=3[C:13]=2[N:14]=1)=[O:4].Cl.[CH3:22][NH:23][CH3:24].CCN(C(C)C)C(C)C. (9) Given the product [F:16][C:7]([C:12]([F:15])([F:14])[F:13])([C:8]([F:11])([F:10])[F:9])[CH2:6][CH:5]([C:17]([F:20])([F:19])[F:18])[CH2:4][CH2:3][CH2:2][SH:26], predict the reactants needed to synthesize it. The reactants are: Br[CH2:2][CH2:3][CH2:4][CH:5]([C:17]([F:20])([F:19])[F:18])[CH2:6][C:7]([F:16])([C:12]([F:15])([F:14])[F:13])[C:8]([F:11])([F:10])[F:9].C(O)C.NC(N)=[S:26].[OH-].[Na+].